Dataset: Peptide-MHC class I binding affinity with 185,985 pairs from IEDB/IMGT. Task: Regression. Given a peptide amino acid sequence and an MHC pseudo amino acid sequence, predict their binding affinity value. This is MHC class I binding data. The peptide sequence is LLRDNRAAL. The MHC is HLA-B39:01 with pseudo-sequence HLA-B39:01. The binding affinity (normalized) is 0.0847.